Dataset: Forward reaction prediction with 1.9M reactions from USPTO patents (1976-2016). Task: Predict the product of the given reaction. (1) The product is: [CH:18]([N:15]1[C:16]2[CH:17]=[C:9]3[NH:8][C:7]([C:3]4[C:2]([NH:1][C:29]([C:26]5([CH3:25])[CH2:28][CH2:27]5)=[O:30])=[CH:6][NH:5][N:4]=4)=[N:24][C:10]3=[CH:11][C:12]=2[C:13]([CH3:22])([CH3:23])[C:14]1=[O:21])([CH3:19])[CH3:20]. Given the reactants [NH2:1][C:2]1[C:3]([C:7]2[NH:8][C:9]3[C:10]([N:24]=2)=[CH:11][C:12]2[C:13]([CH3:23])([CH3:22])[C:14](=[O:21])[N:15]([CH:18]([CH3:20])[CH3:19])[C:16]=2[CH:17]=3)=[N:4][NH:5][CH:6]=1.[CH3:25][C:26]1([C:29](O)=[O:30])[CH2:28][CH2:27]1, predict the reaction product. (2) Given the reactants NCl.CC1C=CC(S([N:13](C)C)(=O)=O)=CC=1C1N2C(C=NC(NC3C=CC(N4CCN(C)CC4)=CC=3)=N2)=CC=1.[CH3:39][O:40][C:41]([C:43]1[NH:44][CH:45]=[C:46]([Br:48])[CH:47]=1)=[O:42].CC(C)([O-])C.[K+].[O-]S([O-])(=S)=O.[Na+].[Na+].[C:62]([N:70]=[C:71]=[S:72])(=[O:69])[C:63]1[CH:68]=[CH:67][CH:66]=[CH:65][CH:64]=1, predict the reaction product. The product is: [CH3:39][O:40][C:41]([C:43]1[N:44]([NH:13][C:71]([NH:70][C:62](=[O:69])[C:63]2[CH:68]=[CH:67][CH:66]=[CH:65][CH:64]=2)=[S:72])[CH:45]=[C:46]([Br:48])[CH:47]=1)=[O:42]. (3) Given the reactants [Cl:1][C:2]1[N:10]=[C:9]2[C:5]([NH:6][N:7]=[N:8]2)=[C:4](Cl)[N:3]=1.[CH2:12]([NH2:19])[C:13]1[CH:18]=[CH:17][CH:16]=[CH:15][CH:14]=1, predict the reaction product. The product is: [Cl:1][C:2]1[N:10]=[C:9]2[C:5]([NH:6][N:7]=[N:8]2)=[C:4]([NH:19][CH2:12][C:13]2[CH:18]=[CH:17][CH:16]=[CH:15][CH:14]=2)[N:3]=1. (4) Given the reactants Cl[C:2]1[N:7]=[C:6]([NH:8][C:9]2[C:18]([F:19])=[CH:17][CH:16]=[CH:15][C:10]=2[C:11]([NH:13][CH3:14])=[O:12])[C:5]([Cl:20])=[CH:4][N:3]=1.[NH2:21][C:22]1[CH:37]=[CH:36][C:25]2[N:26]([CH2:34][CH3:35])[C:27](=[O:33])[CH2:28][CH2:29][C:30]([CH3:32])([CH3:31])[C:24]=2[CH:23]=1.CC1(C)[C@]2(CS(O)(=O)=O)C(C[C@H]1CC2)=O, predict the reaction product. The product is: [Cl:20][C:5]1[C:6]([NH:8][C:9]2[C:18]([F:19])=[CH:17][CH:16]=[CH:15][C:10]=2[C:11]([NH:13][CH3:14])=[O:12])=[N:7][C:2]([NH:21][C:22]2[CH:37]=[CH:36][C:25]3[N:26]([CH2:34][CH3:35])[C:27](=[O:33])[CH2:28][CH2:29][C:30]([CH3:31])([CH3:32])[C:24]=3[CH:23]=2)=[N:3][CH:4]=1. (5) The product is: [CH:11]1([C:15]2[CH:20]=[CH:19][C:18]([C:2]3[N:3]=[C:4]4[N:10]=[CH:9][NH:8][C:5]4=[N:6][CH:7]=3)=[C:17]([F:24])[C:16]=2[O:25][CH3:26])[CH2:12][CH2:13][CH2:14]1. Given the reactants Br[C:2]1[N:3]=[C:4]2[N:10]=[CH:9][NH:8][C:5]2=[N:6][CH:7]=1.[CH:11]1([C:15]2[CH:20]=[CH:19][C:18](B(O)O)=[C:17]([F:24])[C:16]=2[O:25][CH3:26])[CH2:14][CH2:13][CH2:12]1.C(=O)(O)[O-].[Na+], predict the reaction product.